Dataset: Full USPTO retrosynthesis dataset with 1.9M reactions from patents (1976-2016). Task: Predict the reactants needed to synthesize the given product. (1) Given the product [NH2:1][C:2]1[C:11]2[CH:10]=[CH:9][CH:8]=[C:7]([C:22]3[C:23]([O:27][CH3:28])=[CH:24][CH:25]=[CH:26][C:21]=3[F:20])[C:6]=2[N:5]=[C:4]2[CH2:13][N:14]([CH2:17][CH2:18][CH3:19])[C:15](=[O:16])[C:3]=12, predict the reactants needed to synthesize it. The reactants are: [NH2:1][C:2]1[C:11]2[CH:10]=[CH:9][CH:8]=[C:7](Br)[C:6]=2[N:5]=[C:4]2[CH2:13][N:14]([CH2:17][CH2:18][CH3:19])[C:15](=[O:16])[C:3]=12.[F:20][C:21]1[CH:26]=[CH:25][CH:24]=[C:23]([O:27][CH3:28])[C:22]=1B(O)O. (2) Given the product [NH2:23][C:21]1[CH:20]=[CH:19][C:3]([O:4][C@H:5]2[CH2:10][CH2:9][N:8]([C:11]([O:13][C:14]([CH3:16])([CH3:17])[CH3:15])=[O:12])[CH2:7][C@@H:6]2[F:18])=[C:2]([Cl:1])[CH:22]=1, predict the reactants needed to synthesize it. The reactants are: [Cl:1][C:2]1[CH:22]=[C:21]([N+:23]([O-])=O)[CH:20]=[CH:19][C:3]=1[O:4][C@H:5]1[CH2:10][CH2:9][N:8]([C:11]([O:13][C:14]([CH3:17])([CH3:16])[CH3:15])=[O:12])[CH2:7][C@@H:6]1[F:18].[NH4+].[Cl-]. (3) Given the product [CH2:1]([O:8][C:9]1[CH:14]=[CH:13][C:12]([Br:15])=[CH:11][C:10]=1[CH:16]([CH3:17])[CH2:18][C:19]([O:21][CH3:22])=[O:20])[C:2]1[CH:3]=[CH:4][CH:5]=[CH:6][CH:7]=1, predict the reactants needed to synthesize it. The reactants are: [CH2:1]([O:8][C:9]1[CH:14]=[CH:13][C:12]([Br:15])=[CH:11][C:10]=1[CH:16]([CH:18](C(OC)=O)[C:19]([O:21][CH3:22])=[O:20])[CH3:17])[C:2]1[CH:7]=[CH:6][CH:5]=[CH:4][CH:3]=1.[Cl-].[Li+].O. (4) Given the product [C:23]([N:26]1[CH2:35][CH2:34][C:33]2[C:28](=[CH:29][CH:30]=[C:31]([S:36]([N:6]([CH2:5][C:4]3[CH:12]=[CH:13][C:14]([O:16][CH3:17])=[CH:15][C:3]=3[O:2][CH3:1])[C:7]3[S:11][N:10]=[CH:9][N:8]=3)(=[O:38])=[O:37])[CH:32]=2)[CH:27]1[C:40]1[CH:45]=[CH:44][C:43]([C:46]([F:48])([F:49])[F:47])=[CH:42][C:41]=1[O:50][CH3:51])(=[O:25])[CH3:24], predict the reactants needed to synthesize it. The reactants are: [CH3:1][O:2][C:3]1[CH:15]=[C:14]([O:16][CH3:17])[CH:13]=[CH:12][C:4]=1[CH2:5][NH:6][C:7]1[S:11][N:10]=[CH:9][N:8]=1.C1COCC1.[C:23]([N:26]1[CH2:35][CH2:34][C:33]2[C:28](=[CH:29][CH:30]=[C:31]([S:36](Cl)(=[O:38])=[O:37])[CH:32]=2)[CH:27]1[C:40]1[CH:45]=[CH:44][C:43]([C:46]([F:49])([F:48])[F:47])=[CH:42][C:41]=1[O:50][CH3:51])(=[O:25])[CH3:24]. (5) Given the product [Br:1][C:2]1[C:19]([CH3:20])=[C:18]([N+:21]([O-:23])=[O:22])[CH:17]=[C:16]([Br:24])[C:3]=1[O:4][C:5]1[CH:10]=[CH:9][C:8]([OH:11])=[C:7]([CH:13]([CH3:15])[CH3:14])[CH:6]=1, predict the reactants needed to synthesize it. The reactants are: [Br:1][C:2]1[C:19]([CH3:20])=[C:18]([N+:21]([O-:23])=[O:22])[CH:17]=[C:16]([Br:24])[C:3]=1[O:4][C:5]1[CH:10]=[CH:9][C:8]([O:11]C)=[C:7]([CH:13]([CH3:15])[CH3:14])[CH:6]=1. (6) Given the product [F:1][C:2]1[CH:3]=[CH:4][C:5]([NH:8][NH:9][C:17]([C:12]2([N:11]([CH3:20])[CH3:10])[CH2:16][CH2:15][CH2:14][CH2:13]2)=[O:18])=[N:6][CH:7]=1, predict the reactants needed to synthesize it. The reactants are: [F:1][C:2]1[CH:3]=[CH:4][C:5]([NH:8][NH2:9])=[N:6][CH:7]=1.[CH3:10][N:11]([CH3:20])[C:12]1([C:17](O)=[O:18])[CH2:16][CH2:15][CH2:14][CH2:13]1.C(Cl)CCl.C1C=CC2N(O)N=NC=2C=1. (7) Given the product [C:63]([S:47][CH2:46][CH2:45][NH:44][C:42](=[O:43])[CH2:41][CH2:40][NH:39][C:37](=[O:38])[C@H:36]([OH:48])[C:2]([CH3:1])([CH3:3])[CH2:4][O:5][P:6]([OH:8])(=[O:7])[O:9][P:10]([OH:12])(=[O:11])[O:13][CH2:14][C@H:15]1[O:19][C@@H:18]([N:20]2[C:24]3[N:25]=[CH:26][N:27]=[C:28]([NH2:29])[C:23]=3[N:22]=[CH:21]2)[C@H:17]([OH:30])[C@@H:16]1[O:31][P:32]([OH:35])([OH:34])=[O:33])(=[O:64])[CH:62]=[CH2:61], predict the reactants needed to synthesize it. The reactants are: [CH3:1][C:2]([C@@H:36]([OH:48])[C:37]([NH:39][CH2:40][CH2:41][C:42]([NH:44][CH2:45][CH2:46][SH:47])=[O:43])=[O:38])([CH2:4][O:5][P:6]([O:9][P:10]([O:13][CH2:14][C@H:15]1[O:19][C@@H:18]([N:20]2[C:24]3[N:25]=[CH:26][N:27]=[C:28]([NH2:29])[C:23]=3[N:22]=[CH:21]2)[C@H:17]([OH:30])[C@@H:16]1[O:31][P:32]([OH:35])([OH:34])=[O:33])([OH:12])=[O:11])([OH:8])=[O:7])[CH3:3].C(SCCNC(=O)CCNC(=O)[C@H:61](O)[C:62](C)(C)[CH2:63][O:64]P(O)(=O)OP(O)(=O)[O:64][CH2:63][C@H:62]1O[C@@H](N2C3N=CN=C(N)C=3N=C2)[C@H](O)[C@@H:61]1OP(O)(O)=O)(=O)C.ClC(Cl)(Cl)C(O)=O.